This data is from Full USPTO retrosynthesis dataset with 1.9M reactions from patents (1976-2016). The task is: Predict the reactants needed to synthesize the given product. Given the product [C:8]([O:11][CH:12]([C:14]#[C:15][C:17]1[CH:24]=[C:23]([F:25])[CH:22]=[CH:21][C:18]=1[CH:19]=[O:20])[CH3:13])(=[O:10])[CH3:9], predict the reactants needed to synthesize it. The reactants are: C(N(CC)CC)C.[C:8]([O:11][CH:12]([C:14]#[CH:15])[CH3:13])(=[O:10])[CH3:9].Br[C:17]1[CH:24]=[C:23]([F:25])[CH:22]=[CH:21][C:18]=1[CH:19]=[O:20].